From a dataset of Forward reaction prediction with 1.9M reactions from USPTO patents (1976-2016). Predict the product of the given reaction. (1) Given the reactants C([NH:8][CH:9]1[C:17]2[C:12](=[C:13]([C:18]([F:21])([F:20])[F:19])[CH:14]=[CH:15][CH:16]=2)[CH2:11][CH2:10]1)C1C=CC=CC=1, predict the reaction product. The product is: [F:19][C:18]([F:20])([F:21])[C:13]1[CH:14]=[CH:15][CH:16]=[C:17]2[C:12]=1[CH2:11][CH2:10][CH:9]2[NH2:8]. (2) Given the reactants [Cl:1][C:2]1[CH:17]=[C:16]([N+:18]([O-])=O)[CH:15]=[CH:14][C:3]=1[O:4][C:5]1[CH:13]=[C:12]2[C:8]([CH:9]=[N:10][NH:11]2)=[CH:7][CH:6]=1.[Cl-].[Ca+2].[Cl-].O, predict the reaction product. The product is: [Cl:1][C:2]1[CH:17]=[C:16]([CH:15]=[CH:14][C:3]=1[O:4][C:5]1[CH:13]=[C:12]2[C:8]([CH:9]=[N:10][NH:11]2)=[CH:7][CH:6]=1)[NH2:18]. (3) Given the reactants Br[CH2:2][CH2:3][CH2:4][CH2:5]Br.[NH2:7][C@H:8]([CH3:11])[CH2:9][OH:10], predict the reaction product. The product is: [N:7]1([C@H:8]([CH3:11])[CH2:9][OH:10])[CH2:5][CH2:4][CH2:3][CH2:2]1. (4) Given the reactants [CH3:1][O:2][C:3]1[CH:26]=[CH:25][C:6]([C:7]([NH:9][C:10]2[C:11]([NH:16][C:17]([CH:19]3[CH2:24][CH2:23][NH:22][CH2:21][CH2:20]3)=[O:18])=[CH:12][CH:13]=[CH:14][CH:15]=2)=[O:8])=[CH:5][CH:4]=1.[CH:27]1[C:32]([CH:33]=O)=[CH:31][C:30]2[O:35][CH2:36][O:37][C:29]=2[CH:28]=1, predict the reaction product. The product is: [CH3:1][O:2][C:3]1[CH:4]=[CH:5][C:6]([C:7]([NH:9][C:10]2[C:11]([NH:16][C:17]([CH:19]3[CH2:20][CH2:21][N:22]([CH2:33][C:32]4[CH:27]=[CH:28][C:29]5[O:37][CH2:36][O:35][C:30]=5[CH:31]=4)[CH2:23][CH2:24]3)=[O:18])=[CH:12][CH:13]=[CH:14][CH:15]=2)=[O:8])=[CH:25][CH:26]=1. (5) Given the reactants [F:1][C:2]1[CH:7]=[CH:6][CH:5]=[CH:4][C:3]=1[O:8][CH3:9].C1N2CN3CN(C2)CN1C3.FC(F)(F)[C:22](O)=[O:23], predict the reaction product. The product is: [F:1][C:2]1[CH:7]=[C:6]([CH:5]=[CH:4][C:3]=1[O:8][CH3:9])[CH:22]=[O:23]. (6) The product is: [ClH:1].[NH:6]1[CH2:30][CH2:31][N:32]=[C:5]1/[CH:7]=[CH:8]/[C:9]1[CH:10]=[CH:11][C:12]([NH:15][C:16]([C:18]2[CH:23]=[CH:22][C:21]([C:24]3[CH:29]=[CH:28][CH:27]=[CH:26][CH:25]=3)=[CH:20][CH:19]=2)=[O:17])=[CH:13][CH:14]=1. Given the reactants [ClH:1].C(O)C.[C:5](/[CH:7]=[CH:8]/[C:9]1[CH:14]=[CH:13][C:12]([NH:15][C:16]([C:18]2[CH:23]=[CH:22][C:21]([C:24]3[CH:29]=[CH:28][CH:27]=[CH:26][CH:25]=3)=[CH:20][CH:19]=2)=[O:17])=[CH:11][CH:10]=1)#[N:6].[CH2:30](N)[CH2:31][NH2:32].C(=O)([O-])O.[Na+], predict the reaction product.